From a dataset of NCI-60 drug combinations with 297,098 pairs across 59 cell lines. Regression. Given two drug SMILES strings and cell line genomic features, predict the synergy score measuring deviation from expected non-interaction effect. (1) Drug 1: CC12CCC3C(C1CCC2OP(=O)(O)O)CCC4=C3C=CC(=C4)OC(=O)N(CCCl)CCCl.[Na+]. Drug 2: CC1C(C(CC(O1)OC2CC(CC3=C2C(=C4C(=C3O)C(=O)C5=C(C4=O)C(=CC=C5)OC)O)(C(=O)CO)O)N)O.Cl. Cell line: HOP-92. Synergy scores: CSS=46.5, Synergy_ZIP=0.201, Synergy_Bliss=1.24, Synergy_Loewe=-35.3, Synergy_HSA=1.21. (2) Drug 1: CC1C(C(CC(O1)OC2CC(CC3=C2C(=C4C(=C3O)C(=O)C5=C(C4=O)C(=CC=C5)OC)O)(C(=O)C)O)N)O.Cl. Drug 2: C1=CN(C(=O)N=C1N)C2C(C(C(O2)CO)O)O.Cl. Cell line: COLO 205. Synergy scores: CSS=56.1, Synergy_ZIP=-0.736, Synergy_Bliss=-3.15, Synergy_Loewe=-2.72, Synergy_HSA=-0.272. (3) Cell line: MALME-3M. Synergy scores: CSS=-1.49, Synergy_ZIP=2.74, Synergy_Bliss=5.37, Synergy_Loewe=-2.20, Synergy_HSA=-1.93. Drug 1: CCC1(CC2CC(C3=C(CCN(C2)C1)C4=CC=CC=C4N3)(C5=C(C=C6C(=C5)C78CCN9C7C(C=CC9)(C(C(C8N6C)(C(=O)OC)O)OC(=O)C)CC)OC)C(=O)OC)O.OS(=O)(=O)O. Drug 2: CN(CC1=CN=C2C(=N1)C(=NC(=N2)N)N)C3=CC=C(C=C3)C(=O)NC(CCC(=O)O)C(=O)O. (4) Drug 1: CN1CCC(CC1)COC2=C(C=C3C(=C2)N=CN=C3NC4=C(C=C(C=C4)Br)F)OC. Drug 2: CC1=C(C=C(C=C1)NC(=O)C2=CC=C(C=C2)CN3CCN(CC3)C)NC4=NC=CC(=N4)C5=CN=CC=C5. Cell line: ACHN. Synergy scores: CSS=11.5, Synergy_ZIP=-2.88, Synergy_Bliss=1.90, Synergy_Loewe=-17.4, Synergy_HSA=-0.992. (5) Drug 1: COC1=CC(=CC(=C1O)OC)C2C3C(COC3=O)C(C4=CC5=C(C=C24)OCO5)OC6C(C(C7C(O6)COC(O7)C8=CC=CS8)O)O. Drug 2: C1CC(=O)NC(=O)C1N2C(=O)C3=CC=CC=C3C2=O. Cell line: EKVX. Synergy scores: CSS=34.9, Synergy_ZIP=7.31, Synergy_Bliss=14.5, Synergy_Loewe=-8.23, Synergy_HSA=12.8. (6) Drug 1: CC1=CC=C(C=C1)C2=CC(=NN2C3=CC=C(C=C3)S(=O)(=O)N)C(F)(F)F. Drug 2: CC1=C(C(=CC=C1)Cl)NC(=O)C2=CN=C(S2)NC3=CC(=NC(=N3)C)N4CCN(CC4)CCO. Cell line: HT29. Synergy scores: CSS=12.6, Synergy_ZIP=-2.20, Synergy_Bliss=5.37, Synergy_Loewe=-10.2, Synergy_HSA=4.88. (7) Drug 1: C1=C(C(=O)NC(=O)N1)N(CCCl)CCCl. Drug 2: C1=NC(=NC(=O)N1C2C(C(C(O2)CO)O)O)N. Synergy scores: CSS=22.9, Synergy_ZIP=-7.14, Synergy_Bliss=-3.01, Synergy_Loewe=-5.06, Synergy_HSA=-3.78. Cell line: DU-145.